This data is from Full USPTO retrosynthesis dataset with 1.9M reactions from patents (1976-2016). The task is: Predict the reactants needed to synthesize the given product. The reactants are: [Cl:1][C:2]1[CH:7]=[C:6]([F:8])[CH:5]=[CH:4][C:3]=1[N:9]([C:24](=[O:36])[CH2:25][CH2:26][CH2:27][C:28](=[O:35])[O:29]CC(Cl)(Cl)Cl)[S:10]([CH:13]1[C:18]([C:19]([O:21][CH2:22][CH3:23])=[O:20])=[CH:17][CH2:16][CH2:15][CH2:14]1)(=[O:12])=[O:11].C(O)(=O)C. Given the product [Cl:1][C:2]1[CH:7]=[C:6]([F:8])[CH:5]=[CH:4][C:3]=1[N:9]([S:10]([CH:13]1[CH2:14][CH2:15][CH2:16][CH:17]=[C:18]1[C:19]([O:21][CH2:22][CH3:23])=[O:20])(=[O:11])=[O:12])[C:24](=[O:36])[CH2:25][CH2:26][CH2:27][C:28]([OH:35])=[O:29], predict the reactants needed to synthesize it.